From a dataset of Reaction yield outcomes from USPTO patents with 853,638 reactions. Predict the reaction yield, written as a fraction of the theoretical maximum amount of product (1.0 means a 100% yield; for example, 0.34 means a 34% yield). (1) The reactants are [F:1][C:2]1[CH:10]=[CH:9][CH:8]=[C:7]2[C:3]=1[CH:4]=[CH:5][NH:6]2.[H-].[Na+].Br[CH:14]([CH3:18])[C:15]([OH:17])=[O:16].O. The catalyst is CN(C=O)C.C(OCCCC)(=O)C. The product is [F:1][C:2]1[CH:10]=[CH:9][CH:8]=[C:7]2[C:3]=1[CH:4]=[CH:5][N:6]2[C@H:14]([CH3:18])[C:15]([OH:17])=[O:16]. The yield is 0.280. (2) The reactants are F[C:2]1[C:7](=[O:8])[N:6]([CH3:9])[C:5]([C:10]#[N:11])=[CH:4][CH:3]=1.Cl.[NH2:13][CH:14]([C:16]1[C:17](=[O:35])[NH:18][C:19]2[C:24]([CH:25]=1)=[CH:23][C:22]([Cl:26])=[C:21]([O:27][CH2:28][CH:29]1[CH2:32][C:31]([F:34])([F:33])[CH2:30]1)[CH:20]=2)[CH3:15].CS(C)=O.CCN(C(C)C)C(C)C. The catalyst is O. The product is [Cl:26][C:22]1[CH:23]=[C:24]2[C:19](=[CH:20][C:21]=1[O:27][CH2:28][CH:29]1[CH2:30][C:31]([F:33])([F:34])[CH2:32]1)[NH:18][C:17](=[O:35])[C:16]([CH:14]([NH:13][C:2]1[C:7](=[O:8])[N:6]([CH3:9])[C:5]([C:10]#[N:11])=[CH:4][CH:3]=1)[CH3:15])=[CH:25]2. The yield is 0.542. (3) The reactants are [Br:1][CH2:2][C:3]1[CH:11]=[CH:10][C:9]([F:12])=[CH:8][C:4]=1[C:5]([OH:7])=O.C(Cl)(=O)C(Cl)=O.[Br:19][C:20]1[C:21]([CH3:27])=[C:22]([CH:24]=[CH:25][CH:26]=1)[NH2:23]. The catalyst is C(Cl)Cl.CN(C=O)C. The product is [Br:19][C:20]1[C:21]([CH3:27])=[C:22]([NH:23][C:5](=[O:7])[C:4]2[CH:8]=[C:9]([F:12])[CH:10]=[CH:11][C:3]=2[CH2:2][Br:1])[CH:24]=[CH:25][CH:26]=1. The yield is 0.480. (4) The reactants are [F:1][C:2]1[CH:7]=[C:6]([S:8][CH3:9])[CH:5]=[CH:4][C:3]=1[NH:10][C:11]1[C:12]([C:19]([O:21]C)=O)=[N:13][N:14]([CH3:18])[C:15](=[O:17])[CH:16]=1.[CH:23]([O:25][CH2:26][CH2:27][O:28][NH2:29])=[CH2:24].[Li+].C[Si]([N-][Si](C)(C)C)(C)C. The catalyst is C1COCC1. The product is [F:1][C:2]1[CH:7]=[C:6]([S:8][CH3:9])[CH:5]=[CH:4][C:3]=1[NH:10][C:11]1[C:12]([C:19]([NH:29][O:28][CH2:27][CH2:26][O:25][CH:23]=[CH2:24])=[O:21])=[N:13][N:14]([CH3:18])[C:15](=[O:17])[CH:16]=1. The yield is 0.990. (5) The reactants are [CH2:1]([NH:8][C:9]([NH:11][N:12]([C:14]([CH3:19])([CH3:18])[C:15]([OH:17])=O)[CH3:13])=[O:10])[C:2]1[CH:7]=[CH:6][CH:5]=[CH:4][CH:3]=1.[NH2:20][C@@H:21]([CH2:44][C:45]1[CH:50]=[CH:49][C:48]([O:51][C:52]([CH3:55])([CH3:54])[CH3:53])=[CH:47][CH:46]=1)[C:22]([N:24]([CH2:36][CH:37]([O:41][CH2:42][CH3:43])[O:38][CH2:39][CH3:40])[CH2:25][C:26]1[C:35]2[C:30](=[CH:31][CH:32]=[CH:33][CH:34]=2)[CH:29]=[CH:28][CH:27]=1)=[O:23]. No catalyst specified. The product is [CH2:1]([NH:8][C:9]([NH:11][N:12]([C:14]([CH3:19])([CH3:18])[C:15]([NH:20][C@@H:21]([CH2:44][C:45]1[CH:50]=[CH:49][C:48]([O:51][C:52]([CH3:54])([CH3:53])[CH3:55])=[CH:47][CH:46]=1)[C:22]([N:24]([CH2:36][CH:37]([O:41][CH2:42][CH3:43])[O:38][CH2:39][CH3:40])[CH2:25][C:26]1[C:35]2[C:30](=[CH:31][CH:32]=[CH:33][CH:34]=2)[CH:29]=[CH:28][CH:27]=1)=[O:23])=[O:17])[CH3:13])=[O:10])[C:2]1[CH:3]=[CH:4][CH:5]=[CH:6][CH:7]=1. The yield is 0.580. (6) The yield is 0.600. The catalyst is CN(C=O)C.[Cu]I. The product is [CH3:9][O:8][C:7]1[C:2]([S:24][C:20]2[N:19]=[C:18]([NH2:17])[CH:23]=[CH:22][N:21]=2)=[CH:3][CH:4]=[C:5]([N:10]2[CH2:15][CH2:14][N:13]([CH3:16])[CH2:12][CH2:11]2)[N:6]=1. The reactants are I[C:2]1[CH:3]=[CH:4][C:5]([N:10]2[CH2:15][CH2:14][N:13]([CH3:16])[CH2:12][CH2:11]2)=[N:6][C:7]=1[O:8][CH3:9].[NH2:17][C:18]1[CH:23]=[CH:22][N:21]=[C:20]([SH:24])[N:19]=1.C([O-])([O-])=O.[K+].[K+].CC1C=CC2C=CC3C=CC(C)=NC=3C=2N=1. (7) The reactants are [S:1]1[C:9]2[CH:8]=[CH:7][N:6]=[CH:5][C:4]=2[CH:3]=[CH:2]1.C([Li])CCC.CCCCCC.CN([CH:24]=[O:25])C. The catalyst is C1COCC1. The product is [S:1]1[C:9]2[CH:8]=[CH:7][N:6]=[CH:5][C:4]=2[CH:3]=[C:2]1[CH:24]=[O:25]. The yield is 0.415. (8) The reactants are [O:1]1[C:5]2[CH:6]=[CH:7][CH:8]=[CH:9][C:4]=2[C:3]([N:10]2[CH2:15][CH2:14][N:13]([CH2:16][CH2:17][CH2:18][C:19]3[CH:20]=[C:21]4[C:25](=[CH:26][CH:27]=3)[C:24]([CH3:29])([CH3:28])[CH:23]([OH:30])[C:22]4([CH3:32])[CH3:31])[CH2:12][CH2:11]2)=[N:2]1.[CH3:33][S:34](O)(=[O:36])=[O:35]. The catalyst is C(OCC)(=O)C. The product is [CH3:33][S:34]([O:30][CH:23]1[C:22]([CH3:32])([CH3:31])[C:21]2[C:25](=[CH:26][CH:27]=[C:19]([CH2:18][CH2:17][CH2:16][N:13]3[CH2:14][CH2:15][N:10]([C:3]4[C:4]5[CH:9]=[CH:8][CH:7]=[CH:6][C:5]=5[O:1][N:2]=4)[CH2:11][CH2:12]3)[CH:20]=2)[C:24]1([CH3:28])[CH3:29])(=[O:36])=[O:35]. The yield is 0.950. (9) The reactants are Cl[C:2]1[N:7]=[C:6]([O:8][CH3:9])[N:5]=[C:4]([NH:10][NH:11][C:12](=[O:32])[C@H:13]([CH2:26][CH:27]2[CH2:31][CH2:30][CH2:29][CH2:28]2)[CH2:14][N:15]([O:18][CH2:19][C:20]2[CH:25]=[CH:24][CH:23]=[CH:22][CH:21]=2)[CH:16]=[O:17])[C:3]=1[F:33].[CH2:34]([N:36]1[CH2:41][CH2:40][NH:39][CH2:38][CH2:37]1)[CH3:35].C(N(C(C)C)CC)(C)C. The catalyst is CS(C)=O. The product is [CH:27]1([CH2:26][C@@H:13]([C:12]([NH:11][NH:10][C:4]2[C:3]([F:33])=[C:2]([N:39]3[CH2:40][CH2:41][N:36]([CH2:34][CH3:35])[CH2:37][CH2:38]3)[N:7]=[C:6]([O:8][CH3:9])[N:5]=2)=[O:32])[CH2:14][N:15]([O:18][CH2:19][C:20]2[CH:25]=[CH:24][CH:23]=[CH:22][CH:21]=2)[CH:16]=[O:17])[CH2:31][CH2:30][CH2:29][CH2:28]1. The yield is 0.830. (10) The reactants are [C:1](/[N:3]=[C:4](\[S:14][CH3:15])/[NH:5][C:6]1[CH:11]=[C:10]([Cl:12])[CH:9]=[C:8]([Cl:13])[CH:7]=1)#[N:2].[H-].[Na+].Br[CH2:19][C:20]1[CH:25]=[CH:24][CH:23]=[CH:22][CH:21]=1. The catalyst is CN(C=O)C.CCOC(C)=O. The product is [CH2:19]([N:5]([C:6]1[CH:7]=[C:8]([Cl:13])[CH:9]=[C:10]([Cl:12])[CH:11]=1)/[C:4](/[S:14][CH3:15])=[N:3]/[C:1]#[N:2])[C:20]1[CH:25]=[CH:24][CH:23]=[CH:22][CH:21]=1. The yield is 0.360.